From a dataset of Reaction yield outcomes from USPTO patents with 853,638 reactions. Predict the reaction yield, written as a fraction of the theoretical maximum amount of product (1.0 means a 100% yield; for example, 0.34 means a 34% yield). (1) The yield is 0.600. The catalyst is CS(C)=O. The product is [Cl:8][C:9]1[CH:14]=[CH:13][C:12]([CH2:15][CH2:16][N:4]2[CH2:5][CH2:6][NH:1][C:2](=[O:7])[CH2:3]2)=[CH:11][CH:10]=1. The reactants are [NH:1]1[CH2:6][CH2:5][NH:4][CH2:3][C:2]1=[O:7].[Cl:8][C:9]1[CH:14]=[CH:13][C:12]([CH2:15][CH2:16]Cl)=[CH:11][CH:10]=1.C([O-])([O-])=O.[K+].[K+]. (2) The yield is 0.930. The catalyst is C(Cl)Cl. The product is [NH:38]1[CH2:39][CH2:40][CH:35]([C:32]2[CH:31]=[CH:30][C:29]([NH:28][C:20]3[N:19]=[C:18]([CH2:17][CH2:16][C:15]4[CH:48]=[CH:49][CH:50]=[CH:51][C:14]=4[C:11]4([C:8]([NH2:9])=[O:10])[CH2:12][CH2:13]4)[C:23]([C:24]([F:27])([F:26])[F:25])=[CH:22][N:21]=3)=[CH:34][CH:33]=2)[CH2:36][CH2:37]1. The reactants are C(O)(C(F)(F)F)=O.[C:8]([C:11]1([C:14]2[CH:51]=[CH:50][CH:49]=[CH:48][C:15]=2[CH2:16][CH2:17][C:18]2[C:23]([C:24]([F:27])([F:26])[F:25])=[CH:22][N:21]=[C:20]([NH:28][C:29]3[CH:34]=[CH:33][C:32]([CH:35]4[CH2:40][CH2:39][N:38](C(OC(C)(C)C)=O)[CH2:37][CH2:36]4)=[CH:31][CH:30]=3)[N:19]=2)[CH2:13][CH2:12]1)(=[O:10])[NH2:9]. (3) The product is [CH2:1]([C:3]1[CH:4]=[C:5]2[C:9](=[CH:10][CH:11]=1)[NH:8][CH:7]=[C:6]2[CH2:12][CH2:13][C:14]([OH:16])=[O:15])[CH3:2]. The reactants are [CH2:1]([C:3]1[CH:4]=[C:5]2[C:9](=[CH:10][CH:11]=1)[NH:8][CH:7]=[C:6]2[CH2:12][CH:13](C(O)=O)[C:14]([OH:16])=[O:15])[CH3:2].C(=O)=O. The yield is 0.577. No catalyst specified.